This data is from Reaction yield outcomes from USPTO patents with 853,638 reactions. The task is: Predict the reaction yield, written as a fraction of the theoretical maximum amount of product (1.0 means a 100% yield; for example, 0.34 means a 34% yield). The reactants are [F:1][C:2]([F:17])([C:13]([F:16])([F:15])[F:14])[C:3]([F:12])([F:11])[C:4]1[CH:9]=[CH:8][C:7](I)=[CH:6][CH:5]=1.FC(F)(C(F)(F)F)C(F)(F)C1C=CC(Br)=CC=1.[C:35]1([CH3:46])[CH:40]=[CH:39][C:38]([C:41]2[N:45]=[CH:44][NH:43][N:42]=2)=[CH:37][CH:36]=1.C(=O)([O-])[O-].[Cs+].[Cs+].N1C2C(=CC=CC=2O)C=CC=1.[NH4+].[OH-]. The catalyst is CN(C=O)C.O.[Cu]I. The product is [F:11][C:3]([F:12])([C:4]1[CH:9]=[CH:8][C:7]([N:43]2[CH:44]=[N:45][C:41]([C:38]3[CH:39]=[CH:40][C:35]([CH3:46])=[CH:36][CH:37]=3)=[N:42]2)=[CH:6][CH:5]=1)[C:2]([F:17])([F:1])[C:13]([F:16])([F:15])[F:14]. The yield is 0.390.